Dataset: Catalyst prediction with 721,799 reactions and 888 catalyst types from USPTO. Task: Predict which catalyst facilitates the given reaction. (1) Reactant: C[O:2][C:3]([C:5]1[N:6]=[CH:7][N:8]([C:10]2[CH:15]=[CH:14][CH:13]=[CH:12][CH:11]=2)[CH:9]=1)=[O:4].CO.O.O[Li].O. Product: [C:10]1([N:8]2[CH:9]=[C:5]([C:3]([OH:4])=[O:2])[N:6]=[CH:7]2)[CH:11]=[CH:12][CH:13]=[CH:14][CH:15]=1. The catalyst class is: 1. (2) Reactant: [CH2:1]([S:3](Cl)(=[O:5])=[O:4])[CH3:2].ClCCl.C(N(C(C)C)CC)(C)C.[CH2:19]1[CH:23]2[CH2:24][NH:25][CH2:26][CH:22]2[CH2:21][N:20]1[C:27]1[CH:28]=[CH:29][C:30]2[N:31]([C:33]([C:36]([F:39])([F:38])[F:37])=[N:34][N:35]=2)[N:32]=1. Product: [CH2:1]([S:3]([N:25]1[CH2:24][CH:23]2[CH2:19][N:20]([C:27]3[CH:28]=[CH:29][C:30]4=[N:35][N:34]=[C:33]([C:36]([F:39])([F:37])[F:38])[N:31]4[N:32]=3)[CH2:21][CH:22]2[CH2:26]1)(=[O:5])=[O:4])[CH3:2]. The catalyst class is: 11. (3) Reactant: [S:1]1[CH:5]=[CH:4][CH:3]=[CH:2]1.C(OCC)C.[Li]CCCC.[CH:16]([C:18]1[N:23]2[CH:24]=[N:25][N:26]=[C:22]2[C:21]([N:27]2[CH2:32][CH2:31][N:30]([C:33]([O:35][C:36]([CH3:39])([CH3:38])[CH3:37])=[O:34])[CH2:29][CH2:28]2)=[N:20][CH:19]=1)=[O:17]. Product: [OH:17][CH:16]([C:2]1[S:1][CH:5]=[CH:4][CH:3]=1)[C:18]1[N:23]2[CH:24]=[N:25][N:26]=[C:22]2[C:21]([N:27]2[CH2:32][CH2:31][N:30]([C:33]([O:35][C:36]([CH3:39])([CH3:38])[CH3:37])=[O:34])[CH2:29][CH2:28]2)=[N:20][CH:19]=1. The catalyst class is: 2.